This data is from Peptide-MHC class II binding affinity with 134,281 pairs from IEDB. The task is: Regression. Given a peptide amino acid sequence and an MHC pseudo amino acid sequence, predict their binding affinity value. This is MHC class II binding data. The peptide sequence is CRSCTLPPLRYMGED. The MHC is DRB1_0401 with pseudo-sequence DRB1_0401. The binding affinity (normalized) is 0.177.